From a dataset of Reaction yield outcomes from USPTO patents with 853,638 reactions. Predict the reaction yield, written as a fraction of the theoretical maximum amount of product (1.0 means a 100% yield; for example, 0.34 means a 34% yield). (1) The reactants are Cl.[CH3:2][NH:3][O:4][CH3:5].[Cl:6][C:7]1[CH:8]=[C:9]([CH:13]=[CH:14][C:15]=1[Cl:16])[C:10](Cl)=[O:11].CCN(C(C)C)C(C)C.O. The catalyst is CCOC(C)=O. The product is [Cl:6][C:7]1[CH:8]=[C:9]([CH:13]=[CH:14][C:15]=1[Cl:16])[C:10]([N:3]([O:4][CH3:5])[CH3:2])=[O:11]. The yield is 1.00. (2) The reactants are C[O:2][C:3](=[O:32])[CH2:4][C@@H:5]([N:8]1[C:13](=[O:14])[C:12]2[N:15]=[CH:16][CH:17]=[CH:18][C:11]=2[N:10]([CH2:19][C:20]2[C:24]3[C:25]([CH3:30])=[CH:26][C:27]([CH3:29])=[CH:28][C:23]=3[S:22][N:21]=2)[C:9]1=[O:31])[CH2:6][CH3:7].[OH-].[Li+].C(O)(=O)C.O. The catalyst is O1CCOCC1. The product is [CH3:30][C:25]1[C:24]2[C:20]([CH2:19][N:10]3[C:11]4[CH:18]=[CH:17][CH:16]=[N:15][C:12]=4[C:13](=[O:14])[N:8]([C@@H:5]([CH2:6][CH3:7])[CH2:4][C:3]([OH:32])=[O:2])[C:9]3=[O:31])=[N:21][S:22][C:23]=2[CH:28]=[C:27]([CH3:29])[CH:26]=1. The yield is 0.340. (3) The yield is 0.580. The catalyst is CCO. The reactants are [NH2:1][C:2]1[CH:3]=[C:4]2[C:9](=[CH:10][CH:11]=1)[N:8]=[CH:7][C:6]([C:12]#[N:13])=[C:5]2[NH:14][CH:15]1[CH2:21][CH2:20][CH2:19][CH2:18][CH2:17][CH2:16]1.[CH3:22][N:23]1[CH:27]=[CH:26][N:25]=[C:24]1[CH:28]=O.[BH3-]C#N.[Na+]. The product is [CH:15]1([NH:14][C:5]2[C:4]3[C:9](=[CH:10][CH:11]=[C:2]([NH:1][CH2:28][C:24]4[N:23]([CH3:22])[CH:27]=[CH:26][N:25]=4)[CH:3]=3)[N:8]=[CH:7][C:6]=2[C:12]#[N:13])[CH2:16][CH2:17][CH2:18][CH2:19][CH2:20][CH2:21]1. (4) The catalyst is O1CCOCC1. The yield is 0.800. The product is [ClH:28].[CH3:25][O:24][C:22](=[O:23])[C:21]1[CH:26]=[CH:27][C:18]([CH2:17][NH:8][NH2:9])=[CH:19][CH:20]=1. The reactants are CC(OC([N:8]([CH2:17][C:18]1[CH:27]=[CH:26][C:21]([C:22]([O:24][CH3:25])=[O:23])=[CH:20][CH:19]=1)[NH:9]C(OC(C)(C)C)=O)=O)(C)C.[ClH:28]. (5) The reactants are [CH3:1][O:2][C:3](=[O:14])[C:4]1[CH:9]=[CH:8][C:7](Br)=[C:6]([N+:11]([O-])=O)[CH:5]=1.[C:15]1([NH:21][C:22](=O)[CH3:23])[CH:20]=[CH:19][CH:18]=[CH:17][CH:16]=1. No catalyst specified. The product is [CH3:1][O:2][C:3]([C:4]1[CH:9]=[CH:8][C:7]2[N:21]([C:15]3[CH:20]=[CH:19][CH:18]=[CH:17][CH:16]=3)[C:22]([CH3:23])=[N:11][C:6]=2[CH:5]=1)=[O:14]. The yield is 0.590. (6) The reactants are [OH:1][C@@H:2]1[CH2:5][C@H:4]([N:6]2[C:11](=[O:12])[C:10]([CH2:13][C:14]3[CH:19]=[CH:18][C:17]([C:20]4[C:21]([C:26]#[N:27])=[CH:22][CH:23]=[CH:24][CH:25]=4)=[CH:16][CH:15]=3)=[C:9]([CH2:28][CH2:29][CH3:30])[N:8]3[N:31]=[CH:32][N:33]=[C:7]23)[CH2:3]1.[N+](=[CH:36][C:37]([O:39][CH2:40][CH3:41])=[O:38])=[N-]. The catalyst is C([O-])(=O)C.[Rh+].C1(C)C=CC=CC=1. The product is [CH2:40]([O:39][C:37](=[O:38])[CH2:36][O:1][C@H:2]1[CH2:5][C@@H:4]([N:6]2[C:11](=[O:12])[C:10]([CH2:13][C:14]3[CH:15]=[CH:16][C:17]([C:20]4[CH:25]=[CH:24][CH:23]=[CH:22][C:21]=4[C:26]#[N:27])=[CH:18][CH:19]=3)=[C:9]([CH2:28][CH2:29][CH3:30])[N:8]3[N:31]=[CH:32][N:33]=[C:7]23)[CH2:3]1)[CH3:41]. The yield is 0.570.